Predict the product of the given reaction. From a dataset of Forward reaction prediction with 1.9M reactions from USPTO patents (1976-2016). (1) The product is: [Br:21][C:22]1[CH:28]=[CH:27][C:25]([N:26]2[C@H:6]3[CH2:5][CH2:16][C@@H:11]2[CH2:12][C:3](=[O:4])[CH2:7]3)=[CH:24][CH:23]=1. Given the reactants CO[CH:3]1[CH2:7][CH2:6][CH:5](OC)[O:4]1.O=[C:11]([CH2:16]C(O)=O)[CH2:12]C(O)=O.Cl.[Br:21][C:22]1[CH:28]=[CH:27][C:25]([NH2:26])=[CH:24][CH:23]=1, predict the reaction product. (2) Given the reactants C([O:3][C:4]([C:6]1[CH:7]=[N:8][N:9]([CH2:15][CH2:16][O:17][C:18]([CH3:21])([CH3:20])[CH3:19])[C:10]=1[C:11]([F:14])([F:13])[F:12])=[O:5])C.[OH-].[Li+], predict the reaction product. The product is: [C:18]([O:17][CH2:16][CH2:15][N:9]1[C:10]([C:11]([F:13])([F:14])[F:12])=[C:6]([C:4]([OH:5])=[O:3])[CH:7]=[N:8]1)([CH3:21])([CH3:19])[CH3:20]. (3) Given the reactants [CH:1]1([N:7]=[C:8]=[O:9])[CH2:6][CH2:5][CH2:4][CH2:3][CH2:2]1.[NH2:10][C:11]1[N:16]=[N:15][C:14]([N:17]2[CH2:22][CH2:21][N:20]([C:23]([C:25]3[CH:30]=[CH:29][CH:28]=[CH:27][C:26]=3[C:31]([F:34])([F:33])[F:32])=[O:24])[CH2:19][CH2:18]2)=[CH:13][CH:12]=1, predict the reaction product. The product is: [CH:1]1([NH:7][C:8]([NH:10][C:11]2[N:16]=[N:15][C:14]([N:17]3[CH2:18][CH2:19][N:20]([C:23](=[O:24])[C:25]4[CH:30]=[CH:29][CH:28]=[CH:27][C:26]=4[C:31]([F:34])([F:33])[F:32])[CH2:21][CH2:22]3)=[CH:13][CH:12]=2)=[O:9])[CH2:6][CH2:5][CH2:4][CH2:3][CH2:2]1. (4) The product is: [Cl:1][C:2]1[CH:25]=[CH:24][C:5]([CH2:6][NH:7][C:8]([C:10]2[C:11](=[O:23])[C:12]3[CH:20]=[C:19]([CH2:21][N:33]([CH2:32][C@H:31]([C:27]4[O:26][CH:30]=[CH:29][CH:28]=4)[OH:35])[CH3:34])[S:18][C:13]=3[N:14]([CH2:16][CH2:17][CH3:36])[CH:15]=2)=[O:9])=[CH:4][CH:3]=1. Given the reactants [Cl:1][C:2]1[CH:25]=[CH:24][C:5]([CH2:6][NH:7][C:8]([C:10]2[C:11](=[O:23])[C:12]3[CH:20]=[C:19]([CH2:21]Cl)[S:18][C:13]=3[N:14]([CH2:16][CH3:17])[CH:15]=2)=[O:9])=[CH:4][CH:3]=1.[O:26]1[CH:30]=[CH:29][CH:28]=[C:27]1[C@H:31]([OH:35])[CH2:32][NH:33][CH3:34].[CH:36](N(CC)C(C)C)(C)C, predict the reaction product. (5) Given the reactants [CH2:1]([O:15][C:16]1[O:20][C:19]([C:21]([OH:23])=[O:22])=[CH:18][CH:17]=1)[CH2:2][CH2:3][CH2:4][CH2:5][CH2:6][CH2:7][CH2:8][CH2:9][CH2:10][CH2:11][CH2:12][CH2:13][CH3:14].Br[CH2:25][CH2:26][CH2:27][CH:28]([CH3:30])[CH3:29].C(=O)([O-])[O-].[Cs+].[Cs+].[I-].[Na+], predict the reaction product. The product is: [CH2:1]([O:15][C:16]1[O:20][C:19]([C:21]([O:23][CH2:25][CH2:26][CH2:27][CH:28]([CH3:30])[CH3:29])=[O:22])=[CH:18][CH:17]=1)[CH2:2][CH2:3][CH2:4][CH2:5][CH2:6][CH2:7][CH2:8][CH2:9][CH2:10][CH2:11][CH2:12][CH2:13][CH3:14]. (6) Given the reactants [Cl:1][C:2]1[CH:10]=[CH:9][CH:8]=[C:7]2[C:3]=1[C:4]([C:15]([OH:17])=O)=[CH:5][N:6]2[CH:11]1[CH2:14][O:13][CH2:12]1.CCN=C=NCCCN(C)C.C1C=CC2N(O)N=NC=2C=1.[NH2:39][CH2:40][C:41]1([OH:50])[CH2:46][CH:45]([CH3:47])[CH2:44][C:43]([F:49])([F:48])[CH2:42]1, predict the reaction product. The product is: [Cl:1][C:2]1[CH:10]=[CH:9][CH:8]=[C:7]2[C:3]=1[C:4]([C:15]([NH:39][CH2:40][C:41]1([OH:50])[CH2:46][CH:45]([CH3:47])[CH2:44][C:43]([F:49])([F:48])[CH2:42]1)=[O:17])=[CH:5][N:6]2[CH:11]1[CH2:12][O:13][CH2:14]1. (7) Given the reactants [NH2:1][CH2:2][C@@H:3]([C@@H:5]([NH:10][C:11](=[O:17])[O:12][C:13]([CH3:16])([CH3:15])[CH3:14])[CH2:6][CH2:7][CH2:8][CH3:9])[OH:4].NC[C@H]([C@@H](NC(=O)OC(C)(C)C)CCCC)O.C(N(CC)C(C)C)(C)C.[F:44][C:45]1[CH:50]=[CH:49][CH:48]=[C:47](F)[N:46]=1, predict the reaction product. The product is: [F:44][C:45]1[N:46]=[C:47]([NH:1][CH2:2][C@@H:3]([C@@H:5]([NH:10][C:11](=[O:17])[O:12][C:13]([CH3:16])([CH3:15])[CH3:14])[CH2:6][CH2:7][CH2:8][CH3:9])[OH:4])[CH:48]=[CH:49][CH:50]=1. (8) The product is: [CH:1]1([C:4]2[N:9]=[C:8]([N:10]3[CH2:14][CH2:13][C:12]([F:15])([F:16])[CH2:11]3)[C:7]3[CH:17]=[N:18][N:19]([CH2:21][C:22]4[C:26]([CH3:27])=[N:25][O:24][N:23]=4)[C:6]=3[CH:5]=2)[CH2:3][CH2:2]1. Given the reactants [CH:1]1([C:4]2[N:9]=[C:8]([N:10]3[CH2:14][CH2:13][C:12]([F:16])([F:15])[CH2:11]3)[C:7]3[CH:17]=[N:18][NH:19][C:6]=3[CH:5]=2)[CH2:3][CH2:2]1.Cl[CH2:21][C:22]1[C:26]([CH3:27])=[N:25][O:24][N:23]=1, predict the reaction product. (9) Given the reactants [CH3:1][N:2]([CH3:26])[C:3]1[CH:4]=[C:5]([CH:9]=[C:10](/[CH:12]=[CH:13]/[C:14]2[CH:19]=[C:18]([CH3:20])[C:17]([O:21][CH2:22][O:23][CH3:24])=[C:16]([CH3:25])[CH:15]=2)[CH:11]=1)[C:6]([OH:8])=O.C1CCC(N=C=NC2CCCCC2)CC1.[F:42][C:43]1[CH:48]=[CH:47][C:46]([SH:49])=[CH:45][CH:44]=1, predict the reaction product. The product is: [CH3:1][N:2]([CH3:26])[C:3]1[CH:4]=[C:5]([CH:9]=[C:10](/[CH:12]=[CH:13]/[C:14]2[CH:15]=[C:16]([CH3:25])[C:17]([O:21][CH2:22][O:23][CH3:24])=[C:18]([CH3:20])[CH:19]=2)[CH:11]=1)[C:6](=[O:8])[S:49][C:46]1[CH:47]=[CH:48][C:43]([F:42])=[CH:44][CH:45]=1. (10) Given the reactants [CH3:1][C:2]1[C:3]([N:7]=[C:8]=[S:9])=[CH:4][S:5][CH:6]=1.[NH2:10][C@@H:11]1[CH2:16][CH2:15][CH2:14][CH2:13][C@H:12]1[NH2:17], predict the reaction product. The product is: [NH2:10][C@@H:11]1[CH2:16][CH2:15][CH2:14][CH2:13][C@H:12]1[NH:17][C:8]([NH:7][C:3]1[C:2]([CH3:1])=[CH:6][S:5][CH:4]=1)=[S:9].